From a dataset of Catalyst prediction with 721,799 reactions and 888 catalyst types from USPTO. Predict which catalyst facilitates the given reaction. (1) Reactant: [CH:1]1([N:4]([CH2:28][C:29]2[CH:30]=[C:31]([C:40]3[CH:45]=[CH:44][CH:43]=[CH:42][CH:41]=3)[CH:32]=[C:33]([CH2:35][CH2:36][CH2:37][O:38][CH3:39])[CH:34]=2)[C:5]([C@H:7]2[C@H:12]([C:13]3[CH:18]=[CH:17][N:16]([CH3:19])[C:15](=[O:20])[CH:14]=3)[CH2:11][CH2:10][N:9](C(OC(C)(C)C)=O)[CH2:8]2)=[O:6])[CH2:3][CH2:2]1.Cl. Product: [CH:1]1([N:4]([CH2:28][C:29]2[CH:30]=[C:31]([C:40]3[CH:41]=[CH:42][CH:43]=[CH:44][CH:45]=3)[CH:32]=[C:33]([CH2:35][CH2:36][CH2:37][O:38][CH3:39])[CH:34]=2)[C:5]([C@H:7]2[C@H:12]([C:13]3[CH:18]=[CH:17][N:16]([CH3:19])[C:15](=[O:20])[CH:14]=3)[CH2:11][CH2:10][NH:9][CH2:8]2)=[O:6])[CH2:3][CH2:2]1. The catalyst class is: 2. (2) Reactant: [CH2:1]([O:3][C:4]([CH:6]1[C:11](=[O:12])[CH2:10][CH2:9][N:8]([C:13]([O:15][C:16]([CH3:19])([CH3:18])[CH3:17])=[O:14])[CH2:7]1)=[O:5])[CH3:2].CCN(C(C)C)C(C)C.[O:29](S(C(F)(F)F)(=O)=O)[S:30]([C:33]([F:36])([F:35])[F:34])(=O)=[O:31].C([O-])([O-])=O.[Na+].[Na+]. Product: [CH2:1]([O:3][C:4]([C:6]1[CH2:7][N:8]([C:13]([O:15][C:16]([CH3:18])([CH3:17])[CH3:19])=[O:14])[CH2:9][CH2:10][C:11]=1[O:12][S:30]([C:33]([F:36])([F:35])[F:34])(=[O:31])=[O:29])=[O:5])[CH3:2]. The catalyst class is: 2. (3) Reactant: [C:1]([C:5]1[CH:10]=[CH:9][C:8]([NH2:11])=[CH:7][CH:6]=1)([CH3:4])([CH3:3])[CH3:2].[N+:12]([O-])([O-:14])=[O:13].[K+].C([O-])(O)=O.[Na+]. Product: [C:1]([C:5]1[CH:6]=[CH:7][C:8]([NH2:11])=[CH:9][C:10]=1[N+:12]([O-:14])=[O:13])([CH3:4])([CH3:2])[CH3:3]. The catalyst class is: 82. (4) Reactant: [NH2:1][C:2]1[CH:7]=[CH:6][C:5]([Cl:8])=[CH:4][C:3]=1[C:9]1[N:10]=[C:11]2[CH2:18][CH2:17][CH:16]([C:19]3[NH:20][C:21]([C:24]4[CH:29]=[CH:28][C:27]([NH:30][C:31](=[O:34])[O:32][CH3:33])=[CH:26][CH:25]=4)=[CH:22][N:23]=3)[N:12]2[C:13](=[O:15])[CH:14]=1.[CH:35](OCC)(OCC)OCC.[N-:45]=[N+:46]=[N-:47].[Na+]. Product: [CH3:33][O:32][C:31](=[O:34])[NH:30][C:27]1[CH:28]=[CH:29][C:24]([C:21]2[NH:20][C:19]([CH:16]3[N:12]4[C:13](=[O:15])[CH:14]=[C:9]([C:3]5[CH:4]=[C:5]([Cl:8])[CH:6]=[CH:7][C:2]=5[N:1]5[CH:35]=[N:47][N:46]=[N:45]5)[N:10]=[C:11]4[CH2:18][CH2:17]3)=[N:23][CH:22]=2)=[CH:25][CH:26]=1. The catalyst class is: 15. (5) Reactant: [N-:1]=[N+:2]=[N-:3].[Na+].[Cl-].[NH4+].[C:7]([S:11]([CH2:14][C@@H:15]([N:18]1[C@H:23]([C:24]2[CH:29]=[CH:28][C:27]([Cl:30])=[CH:26][CH:25]=2)[C@@H:22]([C:31]2[CH:36]=[CH:35][CH:34]=[C:33]([Cl:37])[CH:32]=2)[O:21][C@H:20]([CH2:38][C:39]#[N:40])[C:19]1=[O:41])[CH2:16][CH3:17])(=[O:13])=[O:12])([CH3:10])([CH3:9])[CH3:8].C(O)(=O)CC(CC(O)=O)(C(O)=O)O. Product: [NH:1]1[C:39]([CH2:38][C@H:20]2[O:21][C@H:22]([C:31]3[CH:36]=[CH:35][CH:34]=[C:33]([Cl:37])[CH:32]=3)[C@@H:23]([C:24]3[CH:29]=[CH:28][C:27]([Cl:30])=[CH:26][CH:25]=3)[N:18]([C@@H:15]([CH2:16][CH3:17])[CH2:14][S:11]([C:7]([CH3:8])([CH3:9])[CH3:10])(=[O:13])=[O:12])[C:19]2=[O:41])=[N:40][N:3]=[N:2]1. The catalyst class is: 3. (6) Reactant: [F:1][C:2]1[C:28]([F:29])=[CH:27][CH:26]=[CH:25][C:3]=1[CH2:4][S:5][C:6]1[N:7]=[C:8]([NH:17][C@H:18]([CH2:21][CH:22]([CH3:24])[CH3:23])[CH2:19][OH:20])[C:9]2[S:14][C:13]([O:15]C)=[N:12][C:10]=2[N:11]=1.Cl.O. Product: [F:1][C:2]1[C:28]([F:29])=[CH:27][CH:26]=[CH:25][C:3]=1[CH2:4][S:5][C:6]1[N:7]=[C:8]([NH:17][C@@H:18]([CH2:19][OH:20])[CH2:21][CH:22]([CH3:24])[CH3:23])[C:9]2[S:14][C:13](=[O:15])[NH:12][C:10]=2[N:11]=1. The catalyst class is: 12. (7) Reactant: [Cl:1][C:2]1[N:7]=[C:6]([O:8][C:9]2[CH:14]=[CH:13][C:12]([CH2:15][CH2:16][CH3:17])=[CH:11][C:10]=2[O:18]C)[C:5]([NH2:20])=[CH:4][CH:3]=1.B(Br)(Br)Br.[NH4+].[Cl-]. Product: [NH2:20][C:5]1[C:6]([O:8][C:9]2[CH:14]=[CH:13][C:12]([CH2:15][CH2:16][CH3:17])=[CH:11][C:10]=2[OH:18])=[N:7][C:2]([Cl:1])=[CH:3][CH:4]=1. The catalyst class is: 4.